Dataset: Reaction yield outcomes from USPTO patents with 853,638 reactions. Task: Predict the reaction yield, written as a fraction of the theoretical maximum amount of product (1.0 means a 100% yield; for example, 0.34 means a 34% yield). The reactants are [NH2:1][C@H:2]([C:6]1[CH:11]=[CH:10][C:9]([Cl:12])=[CH:8][CH:7]=1)[CH2:3][CH2:4][OH:5].[C:13]([O:17][C:18]([NH:20][C:21]1([C:39](O)=[O:40])[CH2:26][CH2:25][N:24]([C:27]2[C:28]3[C:35]([CH:36]4[CH2:38][CH2:37]4)=[CH:34][NH:33][C:29]=3[N:30]=[CH:31][N:32]=2)[CH2:23][CH2:22]1)=[O:19])([CH3:16])([CH3:15])[CH3:14].CCN(C(C)C)C(C)C.F[P-](F)(F)(F)(F)F.N1(OC(N(C)C)=[N+](C)C)C2N=CC=CC=2N=N1. The catalyst is CC(N(C)C)=O. The product is [Cl:12][C:9]1[CH:8]=[CH:7][C:6]([C@@H:2]([NH:1][C:39]([C:21]2([NH:20][C:18](=[O:19])[O:17][C:13]([CH3:15])([CH3:14])[CH3:16])[CH2:22][CH2:23][N:24]([C:27]3[C:28]4[C:35]([CH:36]5[CH2:37][CH2:38]5)=[CH:34][NH:33][C:29]=4[N:30]=[CH:31][N:32]=3)[CH2:25][CH2:26]2)=[O:40])[CH2:3][CH2:4][OH:5])=[CH:11][CH:10]=1. The yield is 0.790.